Predict which catalyst facilitates the given reaction. From a dataset of Catalyst prediction with 721,799 reactions and 888 catalyst types from USPTO. (1) Reactant: [F:1][C:2]1[CH:10]=[C:9]2[C:5]([CH2:6][O:7][C:8]2=[O:11])=[CH:4][CH:3]=1.[OH-:12].[K+]. Product: [F:1][C:2]1[CH:3]=[CH:4][C:5]([CH2:6][OH:12])=[C:9]([CH:10]=1)[C:8]([OH:7])=[O:11]. The catalyst class is: 24. (2) Reactant: Br[CH2:2][CH2:3][CH2:4][CH2:5][N:6]1[C:14]([O:15][CH3:16])=[N:13][C:12]2[C:7]1=[N:8][C:9]([O:18][CH2:19][CH2:20][CH2:21][CH3:22])=[N:10][C:11]=2[NH2:17].[CH3:23][N:24]1[CH2:29][CH2:28][CH:27]([NH2:30])[CH2:26][CH2:25]1. Product: [CH2:19]([O:18][C:9]1[N:8]=[C:7]2[C:12]([N:13]=[C:14]([O:15][CH3:16])[N:6]2[CH2:5][CH2:4][CH2:3][CH2:2][NH:30][CH:27]2[CH2:28][CH2:29][N:24]([CH3:23])[CH2:25][CH2:26]2)=[C:11]([NH2:17])[N:10]=1)[CH2:20][CH2:21][CH3:22]. The catalyst class is: 10. (3) Reactant: Br[C:2]1[CH:7]=[CH:6][CH:5]=[C:4]([Br:8])[C:3]=1[CH:9]1[O:14]CCCO1.[Li][CH2:16]CCC.CI. Product: [Br:8][C:4]1[CH:5]=[CH:6][CH:7]=[C:2]([CH3:16])[C:3]=1[CH:9]=[O:14]. The catalyst class is: 1. (4) Reactant: C(OC[N:10]1[C:14]([C:15]2[CH:20]=[CH:19][N:18]=[C:17]([C:21]#[N:22])[CH:16]=2)=[N:13][C:12]([C:23]2[CH:28]=[CH:27][N:26]=[CH:25][CH:24]=2)=[N:11]1)C1C=CC=CC=1.C1(C)C=CC=CC=1.[ClH:36]. The catalyst class is: 41. Product: [ClH:36].[C:21]([C:17]1[CH:16]=[C:15]([C:14]2[NH:10][N:11]=[C:12]([C:23]3[CH:28]=[CH:27][N:26]=[CH:25][CH:24]=3)[N:13]=2)[CH:20]=[CH:19][N:18]=1)#[N:22]. (5) Reactant: [H-].[Na+].[Cl:3][C:4]1[CH:9]=[C:8]([N+:10]([O-:12])=[O:11])[CH:7]=[CH:6][C:5]=1[OH:13].Cl[C:15]1[CH:20]=[CH:19][N:18]=[C:17]([NH:21][CH2:22][CH2:23][CH2:24][OH:25])[N:16]=1. Product: [Cl:3][C:4]1[CH:9]=[C:8]([N+:10]([O-:12])=[O:11])[CH:7]=[CH:6][C:5]=1[O:13][C:19]1[CH:20]=[CH:15][N:16]=[C:17]([NH:21][CH2:22][CH2:23][CH2:24][OH:25])[N:18]=1. The catalyst class is: 3. (6) Reactant: [Cl:1][C:2]1[CH:30]=[CH:29][C:5]2[N:6]=[C:7]([NH:9][C@@H:10]3[CH2:14][C@H:13](O)[CH2:12][C@@H:11]3[NH:16][C:17](=[O:28])[C:18]3[C:23]([O:24][CH3:25])=[CH:22][CH:21]=[CH:20][C:19]=3[O:26][CH3:27])[S:8][C:4]=2[CH:3]=1.CCN(S(F)(F)[F:37])CC.C(=O)(O)[O-].[Na+]. Product: [Cl:1][C:2]1[CH:30]=[CH:29][C:5]2[N:6]=[C:7]([NH:9][C@@H:10]3[CH2:14][CH:13]([F:37])[CH2:12][C@@H:11]3[NH:16][C:17](=[O:28])[C:18]3[C:23]([O:24][CH3:25])=[CH:22][CH:21]=[CH:20][C:19]=3[O:26][CH3:27])[S:8][C:4]=2[CH:3]=1. The catalyst class is: 4.